Dataset: Full USPTO retrosynthesis dataset with 1.9M reactions from patents (1976-2016). Task: Predict the reactants needed to synthesize the given product. (1) Given the product [CH2:11]([S:10][C:6]1[CH:5]=[C:4]([CH2:3][OH:2])[CH:9]=[CH:8][CH:7]=1)[CH:12]([CH3:14])[CH3:13], predict the reactants needed to synthesize it. The reactants are: C[O:2][C:3](=O)[C:4]1[CH:9]=[CH:8][CH:7]=[C:6]([S:10][CH2:11][CH:12]([CH3:14])[CH3:13])[CH:5]=1.[BH4-].[Li+].C(OCC)(=O)C. (2) Given the product [Cl:32][C:23]1[CH:24]=[CH:25][CH:26]=[C:27]([C:28]([F:29])([F:31])[F:30])[C:22]=1[CH2:21][N:17]1[CH2:18][C@@H:19]([CH3:20])[C@@:15]([CH2:14][C:13]([OH:49])=[O:12])([C:33](=[O:34])[NH:35][CH:36]2[CH2:37][CH2:38][NH:39][CH2:40][CH2:41]2)[CH2:16]1, predict the reactants needed to synthesize it. The reactants are: FC(F)(F)C(O)=O.C([O:12][C:13](=[O:49])[CH2:14][C@@:15]1([C:33]([NH:35][CH:36]2[CH2:41][CH2:40][N:39](C(OC(C)(C)C)=O)[CH2:38][CH2:37]2)=[O:34])[C@H:19]([CH3:20])[CH2:18][N:17]([CH2:21][C:22]2[C:27]([C:28]([F:31])([F:30])[F:29])=[CH:26][CH:25]=[CH:24][C:23]=2[Cl:32])[CH2:16]1)(C)(C)C. (3) Given the product [ClH:32].[Cl:32][C:14]1[CH:15]=[C:16]2[C:21](=[CH:22][C:13]=1[C:10]([CH3:12])([CH3:11])[CH2:9][NH2:8])[O:20][CH:19]([C:23]([F:26])([F:25])[F:24])[C:18]([C:27]([O:29][CH2:30][CH3:31])=[O:28])=[CH:17]2, predict the reactants needed to synthesize it. The reactants are: C(OC([NH:8][CH2:9][C:10]([C:13]1[CH:22]=[C:21]2[C:16]([CH:17]=[C:18]([C:27]([O:29][CH2:30][CH3:31])=[O:28])[CH:19]([C:23]([F:26])([F:25])[F:24])[O:20]2)=[CH:15][CH:14]=1)([CH3:12])[CH3:11])=O)(C)(C)C.[Cl:32]Cl. (4) Given the product [Cl:31][C:5]1[C:6]2[CH2:11][N:10]([C:12]3[CH:21]=[C:20]4[C:15]([CH2:16][CH2:17][CH:18]([C:22]5[C:27]([F:28])=[CH:26][CH:25]=[CH:24][N:23]=5)[O:19]4)=[CH:14][C:13]=3[Cl:29])[C:9](=[O:30])[NH:8][C:7]=2[C:2]([C:33]#[N:34])=[N:3][CH:4]=1, predict the reactants needed to synthesize it. The reactants are: Br[C:2]1[C:7]2[NH:8][C:9](=[O:30])[N:10]([C:12]3[CH:21]=[C:20]4[C:15]([CH2:16][CH2:17][CH:18]([C:22]5[C:27]([F:28])=[CH:26][CH:25]=[CH:24][N:23]=5)[O:19]4)=[CH:14][C:13]=3[Cl:29])[CH2:11][C:6]=2[C:5]([Cl:31])=[CH:4][N:3]=1.[Cu][C:33]#[N:34].C(=O)([O-])O.[Na+]. (5) The reactants are: [Br:1][C:2]1[N:7]2[N:8]=[C:9]([C:11]3([C:14]([O:16]CC)=[O:15])[CH2:13][CH2:12]3)[N:10]=[C:6]2[C:5]([O:19][CH3:20])=[CH:4][CH:3]=1.[Li+].[OH-]. Given the product [Br:1][C:2]1[N:7]2[N:8]=[C:9]([C:11]3([C:14]([OH:16])=[O:15])[CH2:13][CH2:12]3)[N:10]=[C:6]2[C:5]([O:19][CH3:20])=[CH:4][CH:3]=1, predict the reactants needed to synthesize it. (6) Given the product [CH3:1][C:2]1[CH:3]=[CH:4][C:5]2[O:10][CH2:9][C:8](=[O:11])[N:7]([CH2:60][CH2:61][N:62]3[CH2:67][CH2:66][CH:65]([NH:68][C:69](=[O:75])[O:70][C:71]([CH3:74])([CH3:73])[CH3:72])[CH2:64][CH2:63]3)[C:6]=2[CH:12]=1, predict the reactants needed to synthesize it. The reactants are: [CH3:1][C:2]1[CH:3]=[CH:4][C:5]2[O:10][CH2:9][C:8](=[O:11])[NH:7][C:6]=2[CH:12]=1.[H-].[Na+].FC1C=C2C(C=CC(=O)N2CCN2CCC(NCC3C=CC4OCC(=O)NC=4N=3)CC2)=CC=1.COC1C=C2C(C=CC(=O)N2[CH2:60][CH2:61][N:62]2[CH2:67][CH2:66][CH:65]([NH:68][C:69](=[O:75])[O:70][C:71]([CH3:74])([CH3:73])[CH3:72])[CH2:64][CH2:63]2)=CC=1.